Dataset: Forward reaction prediction with 1.9M reactions from USPTO patents (1976-2016). Task: Predict the product of the given reaction. Given the reactants [CH3:1][O:2][C:3]([C:5]1[CH:10]([C:11]2[CH:16]=[CH:15][C:14]([F:17])=[C:13]([F:18])[CH:12]=2)[NH:9][C:8]([O:19][CH3:20])=[N:7][C:6]=1[CH2:21][O:22][CH3:23])=[O:4].Cl[C:25]([O:27][C:28]1[CH:33]=[CH:32][C:31]([N+:34]([O-:36])=[O:35])=[CH:30][CH:29]=1)=[O:26], predict the reaction product. The product is: [CH3:1][O:2][C:3]([C:5]1[CH:10]([C:11]2[CH:16]=[CH:15][C:14]([F:17])=[C:13]([F:18])[CH:12]=2)[N:9]([C:25]([O:27][C:28]2[CH:29]=[CH:30][C:31]([N+:34]([O-:36])=[O:35])=[CH:32][CH:33]=2)=[O:26])[C:8]([O:19][CH3:20])=[N:7][C:6]=1[CH2:21][O:22][CH3:23])=[O:4].